Dataset: Catalyst prediction with 721,799 reactions and 888 catalyst types from USPTO. Task: Predict which catalyst facilitates the given reaction. Reactant: [CH2:1]([O:8][C:9]([NH:11][C@@H:12]([CH2:16][O:17][C:18]([CH3:21])([CH3:20])[CH3:19])[C:13]([OH:15])=[O:14])=[O:10])[C:2]1[CH:7]=[CH:6][CH:5]=[CH:4][CH:3]=1.[CH:22]1(O)[CH2:26][CH2:25][CH2:24][CH2:23]1.CN(C1C=CC=CN=1)C.Cl.CN(C)CCCN=C=NCC. The catalyst class is: 173. Product: [CH:22]1([O:14][C:13](=[O:15])[C@@H:12]([NH:11][C:9]([O:8][CH2:1][C:2]2[CH:3]=[CH:4][CH:5]=[CH:6][CH:7]=2)=[O:10])[CH2:16][O:17][C:18]([CH3:21])([CH3:20])[CH3:19])[CH2:26][CH2:25][CH2:24][CH2:23]1.